Task: Predict which catalyst facilitates the given reaction.. Dataset: Catalyst prediction with 721,799 reactions and 888 catalyst types from USPTO (1) Reactant: [Cl:1][C:2]1[N:10]=[C:9]2[C:5]([N:6]=[CH:7][N:8]2[CH3:11])=[C:4](Cl)[N:3]=1.[CH2:13]([NH2:20])[C:14]1[CH:19]=[CH:18][CH:17]=[CH:16][CH:15]=1.C(N(CC)CC)C. Product: [CH2:13]([NH:20][C:4]1[N:3]=[C:2]([Cl:1])[N:10]=[C:9]2[C:5]=1[N:6]=[CH:7][N:8]2[CH3:11])[C:14]1[CH:19]=[CH:18][CH:17]=[CH:16][CH:15]=1. The catalyst class is: 114. (2) Product: [C:1]1([C:7]2[O:11][N:10]=[C:9]([C:12]3[O:14][N:45]=[C:35]([C:36]4[CH:41]=[CH:40][C:39]([CH2:42][CH2:43][OH:44])=[CH:38][CH:37]=4)[N:34]=3)[C:8]=2[CH2:15][CH2:16][CH3:17])[CH:2]=[CH:3][CH:4]=[CH:5][CH:6]=1. Reactant: [C:1]1([C:7]2[O:11][N:10]=[C:9]([C:12]([OH:14])=O)[C:8]=2[CH2:15][CH2:16][CH3:17])[CH:6]=[CH:5][CH:4]=[CH:3][CH:2]=1.N1C=CC=CC=1.N1C(F)=NC(F)=NC=1F.O/[N:34]=[C:35](\[NH2:45])/[C:36]1[CH:41]=[CH:40][C:39]([CH2:42][CH2:43][OH:44])=[CH:38][CH:37]=1.CCN(C(C)C)C(C)C. The catalyst class is: 124. (3) Reactant: [Cl:1][C:2]1[CH:3]=[N:4][CH:5]=[C:6]([Cl:28])[C:7]=1[CH2:8][C:9]([C:11]1[C:26]2[O:25][CH2:24][C:18]3([CH2:23][CH2:22][O:21][CH2:20][CH2:19]3)[CH2:17][O:16][C:15]=2[C:14]([OH:27])=[CH:13][CH:12]=1)=[O:10].C([O-])([O-])=O.[K+].[K+].Cl[C:36]([F:41])([F:40])C([O-])=O.[Na+].Cl. Product: [Cl:28][C:6]1[CH:5]=[N:4][CH:3]=[C:2]([Cl:1])[C:7]=1[CH2:8][C:9]([C:11]1[C:26]2[O:25][CH2:24][C:18]3([CH2:19][CH2:20][O:21][CH2:22][CH2:23]3)[CH2:17][O:16][C:15]=2[C:14]([O:27][CH:36]([F:41])[F:40])=[CH:13][CH:12]=1)=[O:10]. The catalyst class is: 18. (4) Reactant: C(Cl)(=O)C(Cl)=O.CS(C)=O.[CH3:11][C:12]1[CH:22]=[C:15]2[C:16]([CH2:20][OH:21])=[CH:17][CH:18]=[CH:19][N:14]2[N:13]=1.C(N(CC)CC)C. Product: [CH3:11][C:12]1[CH:22]=[C:15]2[C:16]([CH:20]=[O:21])=[CH:17][CH:18]=[CH:19][N:14]2[N:13]=1. The catalyst class is: 4. (5) Reactant: C(OC(=O)[NH:7][C@@H:8]([CH2:28][CH:29]([CH3:31])[CH3:30])[CH2:9][O:10][C:11]1[C:12]([C:26]#[N:27])=[CH:13][C:14]2[C:24]3[C:19](=[CH:20][N:21]=[CH:22][CH:23]=3)[CH:18]([CH3:25])[O:17][C:15]=2[CH:16]=1)(C)(C)C.Cl.O1CCOCC1. Product: [NH2:7][C@@H:8]([CH2:28][CH:29]([CH3:31])[CH3:30])[CH2:9][O:10][C:11]1[C:12]([C:26]#[N:27])=[CH:13][C:14]2[C:24]3[C:19](=[CH:20][N:21]=[CH:22][CH:23]=3)[CH:18]([CH3:25])[O:17][C:15]=2[CH:16]=1. The catalyst class is: 4.